From a dataset of Full USPTO retrosynthesis dataset with 1.9M reactions from patents (1976-2016). Predict the reactants needed to synthesize the given product. (1) The reactants are: CC(C)=O.C(O)(=O)C.[S-:9][C:10]#[N:11].[Na+].C(=O)([O-])[O-].[Na+].[Na+].[CH3:19][CH2:20][C@H:21]1[O:36][C:34](=[O:35])[C@H:33]([CH3:37])[C@@H:32]([O:38][C@@H:39]2[O:44][C@@H:43]([CH3:45])[C@H:42]([OH:46])[C@@:41]([O:48][CH3:49])([CH3:47])[CH2:40]2)[C@H:31]([CH3:50])[C@@H:30]([O:51][C@@H:52]2[O:57][C@H:56]([CH3:58])[CH2:55][C@H:54]([N:59]([CH3:61])[CH3:60])[C@H:53]2[OH:62])[C@@:29]([OH:64])([CH3:63])[CH2:28][C@@H:27]([CH3:65])[C:25](=[O:26])[C@H:24]([CH3:66])[C@@H:23]([OH:67])[C@@:22]1([OH:69])[CH3:68]. Given the product [CH3:19][CH2:20][C@H:21]1[O:36][C:34](=[O:35])[C@H:33]([CH3:37])[C@@H:32]([O:38][C@@H:39]2[O:44][C@@H:43]([CH3:45])[C@H:42]([OH:46])[C@@:41]([O:48][CH3:49])([CH3:47])[CH2:40]2)[C@H:31]([CH3:50])[C@@H:30]([O:51][C@@H:52]2[O:57][C@H:56]([CH3:58])[CH2:55][C@H:54]([N:59]([CH3:60])[CH3:61])[C@H:53]2[OH:62])[C@@:29]([OH:64])([CH3:63])[CH2:28][C@@H:27]([CH3:65])[C:25](=[O:26])[C@H:24]([CH3:66])[C@@H:23]([OH:67])[C@@:22]1([OH:69])[CH3:68].[C:10]([SH:9])#[N:11], predict the reactants needed to synthesize it. (2) Given the product [C:36]([N:26]1[CH2:25][CH2:24][N:23]([C:20]2[CH:19]=[CH:18][C:17]([C:11]3[O:10][C:9]([C:3]4[C:4]([F:8])=[CH:5][CH:6]=[CH:7][C:2]=4[F:1])=[N:13][C:12]=3[C:14]([NH2:16])=[O:15])=[CH:22][CH:21]=2)[CH2:28][CH2:27]1)(=[O:38])[CH3:37], predict the reactants needed to synthesize it. The reactants are: [F:1][C:2]1[CH:7]=[CH:6][CH:5]=[C:4]([F:8])[C:3]=1[C:9]1[O:10][C:11]([C:17]2[CH:22]=[CH:21][C:20]([N:23]3[CH2:28][CH2:27][NH:26][CH2:25][CH2:24]3)=[CH:19][CH:18]=2)=[C:12]([C:14]([NH2:16])=[O:15])[N:13]=1.C(N(CC)CC)C.[C:36](Cl)(=[O:38])[CH3:37].